From a dataset of Reaction yield outcomes from USPTO patents with 853,638 reactions. Predict the reaction yield, written as a fraction of the theoretical maximum amount of product (1.0 means a 100% yield; for example, 0.34 means a 34% yield). (1) The reactants are [Cl:1][C:2]1[N:7]=[C:6]([C:8]2[S:12][C:11]([CH:13]([CH3:15])[CH3:14])=[N:10][C:9]=2[C:16]2[CH:17]=[C:18]([CH:20]=[CH:21][CH:22]=2)[NH2:19])[CH:5]=[CH:4][N:3]=1.[N:23]1[CH:28]=[CH:27][CH:26]=[C:25]([S:29](Cl)(=[O:31])=[O:30])[CH:24]=1. No catalyst specified. The product is [Cl:1][C:2]1[N:7]=[C:6]([C:8]2[S:12][C:11]([CH:13]([CH3:15])[CH3:14])=[N:10][C:9]=2[C:16]2[CH:17]=[C:18]([NH:19][S:29]([C:25]3[CH:24]=[N:23][CH:28]=[CH:27][CH:26]=3)(=[O:31])=[O:30])[CH:20]=[CH:21][CH:22]=2)[CH:5]=[CH:4][N:3]=1. The yield is 0.720. (2) The reactants are [Cl:1][C:2]1[CH:19]=[CH:18][C:5]([CH2:6][N:7]2[C:12]([S:13][CH2:14][CH3:15])=[N:11][C:10](=[O:16])[NH:9][C:8]2=[O:17])=[CH:4][CH:3]=1.Br[CH2:21][C:22](=[N:28][O:29][CH3:30])[C:23]([O:25][CH2:26][CH3:27])=[O:24].CN(C=O)C.C(=O)([O-])[O-].[K+].[K+]. The catalyst is O. The product is [Cl:1][C:2]1[CH:3]=[CH:4][C:5]([CH2:6][N:7]2[C:12]([S:13][CH2:14][CH3:15])=[N:11][C:10](=[O:16])[N:9]([CH2:21][C:22]([C:23]([O:25][CH2:26][CH3:27])=[O:24])=[N:28][O:29][CH3:30])[C:8]2=[O:17])=[CH:18][CH:19]=1. The yield is 0.950. (3) The reactants are [NH2:1][C:2]1[CH:10]=[CH:9][C:8]([CH3:11])=[CH:7][C:3]=1[C:4]([OH:6])=[O:5].ClC1C=[CH:16][S:15][C:14]=1C(OCCCCCCCC)=O.[C:29]1([CH3:35])[CH:34]=[CH:33][CH:32]=[CH:31][CH:30]=1. The catalyst is N1C=CC=CC=1.C(OCC)(=O)C. The product is [CH2:14]([S:15][C:16]1[O:5][C:4](=[O:6])[C:3]2[CH:7]=[C:8]([CH3:11])[CH:9]=[CH:10][C:2]=2[N:1]=1)[CH2:30][CH2:31][CH2:32][CH2:33][CH2:34][CH2:29][CH3:35]. The yield is 0.0500. (4) The reactants are [F:1][C:2]1[C:3]([CH3:19])=[C:4]([C@:9]2([C:15]([O:17][CH3:18])=[O:16])[CH2:13][CH2:12][C@H:11]([OH:14])[CH2:10]2)[CH:5]=[CH:6][C:7]=1[F:8].CC(OI1(OC(C)=O)(OC(C)=O)OC(=O)C2C=CC=CC1=2)=O. The catalyst is ClCCl. The product is [F:1][C:2]1[C:3]([CH3:19])=[C:4]([C@:9]2([C:15]([O:17][CH3:18])=[O:16])[CH2:13][CH2:12][C:11](=[O:14])[CH2:10]2)[CH:5]=[CH:6][C:7]=1[F:8]. The yield is 0.920.